This data is from Full USPTO retrosynthesis dataset with 1.9M reactions from patents (1976-2016). The task is: Predict the reactants needed to synthesize the given product. Given the product [C:1]([Si:5]([CH3:22])([CH3:23])[O:6][CH:7]([CH:19]1[CH2:21][CH2:20]1)[CH2:8][O:9][C:10]1[C:11]([N:31]2[CH2:36][CH2:35][O:34][CH2:33][CH2:32]2)=[N:12][C:13]([Cl:17])=[N:14][C:15]=1[Cl:16])([CH3:3])([CH3:2])[CH3:4], predict the reactants needed to synthesize it. The reactants are: [C:1]([Si:5]([CH3:23])([CH3:22])[O:6][CH:7]([CH:19]1[CH2:21][CH2:20]1)[CH2:8][O:9][C:10]1[C:11](Cl)=[N:12][C:13]([Cl:17])=[N:14][C:15]=1[Cl:16])([CH3:4])([CH3:3])[CH3:2].C(N(CC)CC)C.[NH:31]1[CH2:36][CH2:35][O:34][CH2:33][CH2:32]1.